Dataset: Reaction yield outcomes from USPTO patents with 853,638 reactions. Task: Predict the reaction yield, written as a fraction of the theoretical maximum amount of product (1.0 means a 100% yield; for example, 0.34 means a 34% yield). (1) The reactants are [CH2:1]([NH:5][C:6](=[O:12])[O:7][C:8]([CH3:11])([CH3:10])[CH3:9])/[CH:2]=[CH:3]/[CH3:4].N#N.C(N(CC)CC)C. The catalyst is [C-]#[O+].C1C=CC(P(C2C=CC=CC=2)C2C=CC=CC=2)=CC=1.C1C=CC(P(C2C=CC=CC=2)C2C=CC=CC=2)=CC=1.C1C=CC(P(C2C=CC=CC=2)C2C=CC=CC=2)=CC=1.[Rh].O1CCCC1. The product is [CH:1]([NH:5][C:6](=[O:12])[O:7][C:8]([CH3:11])([CH3:10])[CH3:9])=[CH:2][CH2:3][CH3:4]. The yield is 0.533. (2) The reactants are Br[CH2:2][CH2:3][CH2:4][O:5][C:6]1[CH:15]=[C:14]2[C:9]([C:10]([O:16][C:17]3[CH:22]=[CH:21][C:20]([NH:23][C:24]([NH:26][CH2:27][CH2:28][CH3:29])=[O:25])=[C:19]([Cl:30])[CH:18]=3)=[CH:11][CH:12]=[N:13]2)=[CH:8][C:7]=1[O:31][CH3:32].C(=O)([O-])[O-].[K+].[K+].[NH:39]([CH2:43][CH2:44][OH:45])[CH2:40][CH2:41][OH:42].O. The catalyst is CN(C)C=O. The product is [Cl:30][C:19]1[CH:18]=[C:17]([O:16][C:10]2[C:9]3[C:14](=[CH:15][C:6]([O:5][CH2:4][CH2:3][CH2:2][N:39]([CH2:43][CH2:44][OH:45])[CH2:40][CH2:41][OH:42])=[C:7]([O:31][CH3:32])[CH:8]=3)[N:13]=[CH:12][CH:11]=2)[CH:22]=[CH:21][C:20]=1[NH:23][C:24]([NH:26][CH2:27][CH2:28][CH3:29])=[O:25]. The yield is 0.820. (3) The catalyst is ClCCl. The product is [Cl:1][C:2]1[CH:3]=[C:4](/[CH:9]=[CH:10]/[CH2:11][OH:12])[CH:5]=[C:6]([F:8])[CH:7]=1. The reactants are [Cl:1][C:2]1[CH:3]=[C:4](/[CH:9]=[CH:10]/[C:11](OCC)=[O:12])[CH:5]=[C:6]([F:8])[CH:7]=1.[H-].C([Al+]CC(C)C)C(C)C. The yield is 0.650. (4) The reactants are Br[C:2]1[CH:11]=[CH:10][C:5]2[O:6][CH2:7][CH2:8][NH:9][C:4]=2[CH:3]=1.[B:12]1([B:12]2[O:16][C:15]([CH3:18])([CH3:17])[C:14]([CH3:20])([CH3:19])[O:13]2)[O:16][C:15]([CH3:18])([CH3:17])[C:14]([CH3:20])([CH3:19])[O:13]1.C([O-])(=O)C.[K+]. The catalyst is O1CCOCC1.C1C=CC(P([C]2[CH][CH][CH][CH]2)C2C=CC=CC=2)=CC=1.C1C=CC(P([C]2[CH][CH][CH][CH]2)C2C=CC=CC=2)=CC=1.Cl[Pd]Cl.[Fe].C(Cl)Cl. The product is [CH3:19][C:14]1([CH3:20])[C:15]([CH3:18])([CH3:17])[O:16][B:12]([C:2]2[CH:11]=[CH:10][C:5]3[O:6][CH2:7][CH2:8][NH:9][C:4]=3[CH:3]=2)[O:13]1. The yield is 0.460. (5) The reactants are [CH:1]1([N:4]2[C:12]3[C:7](=[CH:8][CH:9]=[C:10]([O:13][CH3:14])[CH:11]=3)[CH:6]=[CH:5]2)[CH2:3][CH2:2]1.ClS([N:19]=[C:20]=O)(=O)=O. The catalyst is CN(C=O)C. The product is [C:20]([C:6]1[C:7]2[C:12](=[CH:11][C:10]([O:13][CH3:14])=[CH:9][CH:8]=2)[N:4]([CH:1]2[CH2:3][CH2:2]2)[CH:5]=1)#[N:19]. The yield is 0.820.